From a dataset of Forward reaction prediction with 1.9M reactions from USPTO patents (1976-2016). Predict the product of the given reaction. (1) Given the reactants [CH3:1][O:2][C:3]1[N:8]=[CH:7][C:6]([OH:9])=[CH:5][CH:4]=1.C([Mg]Cl)(C)C.[Br:15][C:16]1[CH:24]=[CH:23][CH:22]=[C:21]2[C:17]=1[C:18](=[O:36])[C:19](=[O:35])[N:20]2[CH2:25][C:26]1[O:27][C:28]([C:31]([F:34])([F:33])[F:32])=[CH:29][CH:30]=1, predict the reaction product. The product is: [Br:15][C:16]1[CH:24]=[CH:23][CH:22]=[C:21]2[C:17]=1[C:18]([OH:36])([C:7]1[C:6]([OH:9])=[CH:5][CH:4]=[C:3]([O:2][CH3:1])[N:8]=1)[C:19](=[O:35])[N:20]2[CH2:25][C:26]1[O:27][C:28]([C:31]([F:33])([F:34])[F:32])=[CH:29][CH:30]=1. (2) The product is: [C:11]([NH:14][C:15]([NH:9][C:5]1[C:6]([F:8])=[CH:7][C:2]([Br:1])=[CH:3][C:4]=1[F:10])=[S:16])(=[O:13])[CH3:12]. Given the reactants [Br:1][C:2]1[CH:7]=[C:6]([F:8])[C:5]([NH2:9])=[C:4]([F:10])[CH:3]=1.[C:11]([N:14]=[C:15]=[S:16])(=[O:13])[CH3:12].O, predict the reaction product.